From a dataset of Peptide-MHC class I binding affinity with 185,985 pairs from IEDB/IMGT. Regression. Given a peptide amino acid sequence and an MHC pseudo amino acid sequence, predict their binding affinity value. This is MHC class I binding data. (1) The binding affinity (normalized) is 0.649. The peptide sequence is RLDALVVAA. The MHC is HLA-A02:01 with pseudo-sequence HLA-A02:01. (2) The peptide sequence is TLNHVLALKY. The MHC is HLA-A11:01 with pseudo-sequence HLA-A11:01. The binding affinity (normalized) is 0.348. (3) The MHC is HLA-B07:02 with pseudo-sequence HLA-B07:02. The binding affinity (normalized) is 0.387. The peptide sequence is RPVKEKEENL.